Dataset: Forward reaction prediction with 1.9M reactions from USPTO patents (1976-2016). Task: Predict the product of the given reaction. (1) Given the reactants [N:1]1[CH:2]=[CH:3][N:4]2[CH:9]=[CH:8][C:7]([CH:10]=[O:11])=[CH:6][C:5]=12.C([O-])(=O)C.[Na+].[Br:17]Br.S([O-])([O-])=O.[Na+].[Na+], predict the reaction product. The product is: [NH3:1].[Br:17][C:3]1[N:4]2[CH:9]=[CH:8][C:7]([CH:10]=[O:11])=[CH:6][C:5]2=[N:1][CH:2]=1. (2) Given the reactants CS([C:5]1[N:10]=[C:9]([C:11]2[N:15]3[CH:16]=[CH:17][N:18]=[C:19]([N:20]4[CH2:25][CH2:24][N:23]([CH3:26])[CH2:22][CH2:21]4)[C:14]3=[N:13][CH:12]=2)[CH:8]=[CH:7][N:6]=1)(=O)=O.[C:27]([O:31][C:32](=[O:44])[NH:33][CH2:34][CH2:35][CH:36]([NH2:43])[C:37]1[CH:42]=[CH:41][CH:40]=[CH:39][CH:38]=1)([CH3:30])([CH3:29])[CH3:28], predict the reaction product. The product is: [C:27]([O:31][C:32](=[O:44])[NH:33][CH2:34][CH2:35][CH:36]([NH:43][C:5]1[N:10]=[C:9]([C:11]2[N:15]3[CH:16]=[CH:17][N:18]=[C:19]([N:20]4[CH2:25][CH2:24][N:23]([CH3:26])[CH2:22][CH2:21]4)[C:14]3=[N:13][CH:12]=2)[CH:8]=[CH:7][N:6]=1)[C:37]1[CH:42]=[CH:41][CH:40]=[CH:39][CH:38]=1)([CH3:30])([CH3:28])[CH3:29]. (3) Given the reactants [Cl:1][C:2]1[CH:16]=[CH:15][C:5]2[N:6]=[C:7]([NH:9][CH:10]3[CH2:14][CH2:13][NH:12][CH2:11]3)[O:8][C:4]=2[CH:3]=1.Cl.[CH3:18][C:19]1[CH:27]=[CH:26][CH:25]=[CH:24][C:20]=1[C:21](O)=[O:22].CN(C(ON1N=NC2C=CC=CC1=2)=[N+](C)C)C.[B-](F)(F)(F)F.CCN(C(C)C)C(C)C, predict the reaction product. The product is: [Cl:1][C:2]1[CH:16]=[CH:15][C:5]2[N:6]=[C:7]([NH:9][C@@H:10]3[CH2:14][CH2:13][N:12]([C:21]([C:20]4[CH:24]=[CH:25][CH:26]=[CH:27][C:19]=4[CH3:18])=[O:22])[CH2:11]3)[O:8][C:4]=2[CH:3]=1. (4) Given the reactants Br[C:2]1[S:3][C:4]([Br:7])=[CH:5][N:6]=1.[NH:8]1[CH2:13][CH2:12][NH:11][CH2:10][CH2:9]1.C(N(CC)CC)C, predict the reaction product. The product is: [Br:7][C:4]1[S:3][C:2]([N:8]2[CH2:13][CH2:12][NH:11][CH2:10][CH2:9]2)=[N:6][CH:5]=1. (5) Given the reactants [NH:1]1[CH:5]=[CH:4][CH:3]=[C:2]1[C:6]([O:8][CH3:9])=[O:7].[H-].[Na+].F[C:13]1[CH:18]=[CH:17][C:16]([N+:19]([O-:21])=[O:20])=[CH:15][CH:14]=1.O, predict the reaction product. The product is: [N+:19]([C:16]1[CH:17]=[CH:18][C:13]([N:1]2[CH:5]=[CH:4][CH:3]=[C:2]2[C:6]([O:8][CH3:9])=[O:7])=[CH:14][CH:15]=1)([O-:21])=[O:20].